This data is from Reaction yield outcomes from USPTO patents with 853,638 reactions. The task is: Predict the reaction yield, written as a fraction of the theoretical maximum amount of product (1.0 means a 100% yield; for example, 0.34 means a 34% yield). (1) The reactants are [Cl:1][C:2]1[CH:8]=[CH:7][C:5]([NH2:6])=[C:4]([I:9])[CH:3]=1.[N-:10]=[N+:11]=[N-:12].[Na+].[CH:14](OC)(OC)OC.C(O)(=O)C. The catalyst is O. The product is [Cl:1][C:2]1[CH:8]=[CH:7][C:5]([N:6]2[CH:14]=[N:12][N:11]=[N:10]2)=[C:4]([I:9])[CH:3]=1. The yield is 0.920. (2) The reactants are CN1CCOCC1.[CH3:8][O:9][C:10](=[O:54])[NH:11][C@@H:12]([C:16]([N:18]1[CH2:22][CH2:21][CH2:20][CH:19]1[C:23]1[NH:24][C:25]([C:28]2[CH:33]=[CH:32][C:31]([C:34]3[CH:39]=[CH:38][C:37]([C:40]4[NH:41][C:42]([CH2:45][N:46]5[CH2:51][CH2:50][CH2:49][CH:48]([NH2:52])[C:47]5=[O:53])=[N:43][CH:44]=4)=[CH:36][CH:35]=3)=[CH:30][CH:29]=2)=[CH:26][N:27]=1)=[O:17])[CH:13]([CH3:15])[CH3:14].Cl[C:56]([O:58][CH3:59])=[O:57]. The catalyst is ClCCl. The product is [CH3:59][O:58][C:56](=[O:57])[NH:52][C@@H:48]1[CH2:49][CH2:50][CH2:51][N:46]([CH2:45][C:42]2[NH:41][C:40]([C:37]3[CH:38]=[CH:39][C:34]([C:31]4[CH:30]=[CH:29][C:28]([C:25]5[NH:24][C:23]([CH:19]6[CH2:20][CH2:21][CH2:22][N:18]6[C:16](=[O:17])[CH:12]([NH:11][C:10]([O:9][CH3:8])=[O:54])[CH:13]([CH3:15])[CH3:14])=[N:27][CH:26]=5)=[CH:33][CH:32]=4)=[CH:35][CH:36]=3)=[CH:44][N:43]=2)[C:47]1=[O:53]. The yield is 0.320. (3) The reactants are [Br:1][C:2]1[CH:7]=[CH:6][CH:5]=[CH:4][C:3]=1[SH:8].C([O-])([O-])=O.[K+].[K+].Cl[CH2:16][C:17]#[N:18].O. The catalyst is CN(C=O)C. The product is [Br:1][C:2]1[CH:7]=[CH:6][CH:5]=[CH:4][C:3]=1[S:8][CH2:16][C:17]#[N:18]. The yield is 0.850. (4) The reactants are I[CH3:2].[CH3:3][S:4](=S)(OC)=O.Br[C:10]1[N:11]([CH3:28])[N:12]=[C:13]2[C:18]=1[CH2:17][CH2:16][CH2:15][N:14]2[C:19]1[C:24]([CH3:25])=[CH:23][C:22]([CH3:26])=[CH:21][C:20]=1Cl. No catalyst specified. The product is [CH3:28][N:11]1[C:10]([S:4][CH3:3])=[C:18]2[C:13]([N:14]([C:19]3[C:24]([CH3:25])=[CH:23][C:22]([CH3:26])=[CH:21][C:20]=3[CH3:2])[CH2:15][CH2:16][CH2:17]2)=[N:12]1. The yield is 0.480. (5) The reactants are [F:1][C:2]1[CH:19]=[CH:18][C:5]([O:6][CH2:7][CH2:8][CH2:9][NH:10][C:11](=[O:17])[O:12][C:13]([CH3:16])([CH3:15])[CH3:14])=[C:4]([C@H:20]2[CH2:24][CH2:23][CH2:22][N:21]2[C:25]2[CH:30]=[CH:29][N:28]3[N:31]=[CH:32][C:33]([CH:34]=[O:35])=[C:27]3[N:26]=2)[CH:3]=1.[BH4-].[Na+]. The catalyst is CO.[Cl-].[Na+].O. The product is [F:1][C:2]1[CH:19]=[CH:18][C:5]([O:6][CH2:7][CH2:8][CH2:9][NH:10][C:11](=[O:17])[O:12][C:13]([CH3:16])([CH3:14])[CH3:15])=[C:4]([C@H:20]2[CH2:24][CH2:23][CH2:22][N:21]2[C:25]2[CH:30]=[CH:29][N:28]3[N:31]=[CH:32][C:33]([CH2:34][OH:35])=[C:27]3[N:26]=2)[CH:3]=1. The yield is 1.01. (6) The reactants are F[P-](F)(F)(F)(F)F.CN([C:11](N(C)C)=[N+:12]1[C:16]2C=CC(Cl)=C[C:15]=2[N+:14]([O-])=N1)C.[NH2:26][C:27]1[CH:32]=[CH:31][CH:30]=[CH:29][C:28]=1[NH:33][C:34](=[O:61])[C:35]1[CH:40]=[CH:39][C:38]([CH2:41][N:42]([CH2:55][CH2:56][CH2:57][N:58]([CH3:60])[CH3:59])[C:43]([NH:45][C:46]2[CH:51]=[CH:50][C:49]([C:52]([OH:54])=O)=[CH:48][CH:47]=2)=[O:44])=[CH:37][CH:36]=1.[CH3:62]NN(NC)CCN.C(N(CC)C(C)C)(C)C.C(=O)([O-])O.[Na+]. The catalyst is CN(C=O)C. The product is [NH2:26][C:27]1[CH:32]=[CH:31][CH:30]=[CH:29][C:28]=1[NH:33][C:34](=[O:61])[C:35]1[CH:36]=[CH:37][C:38]([CH2:41][N:42]([CH2:55][CH2:56][CH2:57][N:58]([CH3:60])[CH3:59])[C:43]([NH:45][C:46]2[CH:51]=[CH:50][C:49]([C:52]([NH:14][CH2:15][CH2:16][N:12]([CH3:11])[CH3:62])=[O:54])=[CH:48][CH:47]=2)=[O:44])=[CH:39][CH:40]=1. The yield is 0.570. (7) The reactants are [CH2:1]([N:8]1[C:16]2[C:11](=[CH:12][C:13]([N+:17]([O-])=O)=[CH:14][CH:15]=2)[C:10]([C:20]2[CH:25]=[CH:24][CH:23]=[CH:22][CH:21]=2)=[C:9]1[C:26]([O:28][CH2:29][CH3:30])=[O:27])[C:2]1[CH:7]=[CH:6][CH:5]=[CH:4][CH:3]=1.NN. The catalyst is C(O)C.[Ni]. The product is [NH2:17][C:13]1[CH:12]=[C:11]2[C:16](=[CH:15][CH:14]=1)[N:8]([CH2:1][C:2]1[CH:7]=[CH:6][CH:5]=[CH:4][CH:3]=1)[C:9]([C:26]([O:28][CH2:29][CH3:30])=[O:27])=[C:10]2[C:20]1[CH:21]=[CH:22][CH:23]=[CH:24][CH:25]=1. The yield is 0.900.